From a dataset of Reaction yield outcomes from USPTO patents with 853,638 reactions. Predict the reaction yield, written as a fraction of the theoretical maximum amount of product (1.0 means a 100% yield; for example, 0.34 means a 34% yield). (1) The reactants are C(OC(=O)[NH:7][CH:8]([C:10](=[O:28])[NH:11][C:12]1[CH:17]=[CH:16][C:15]([Br:18])=[CH:14][C:13]=1[C:19](=O)[C:20]1[CH:25]=[CH:24][CH:23]=[CH:22][C:21]=1[F:26])[CH3:9])(C)(C)C.Cl. The catalyst is C(Cl)(Cl)Cl. The product is [Br:18][C:15]1[CH:16]=[CH:17][C:12]2[NH:11][C:10](=[O:28])[CH:8]([CH3:9])[N:7]=[C:19]([C:20]3[CH:25]=[CH:24][CH:23]=[CH:22][C:21]=3[F:26])[C:13]=2[CH:14]=1. The yield is 0.800. (2) The reactants are [CH3:1][O:2][C:3]1[CH:11]=[CH:10][C:6]([C:7](O)=[O:8])=[C:5]([N+:12]([O-])=O)[CH:4]=1.ClC(OCC(C)C)=O. The catalyst is O1CCCC1. The product is [NH2:12][C:5]1[CH:4]=[C:3]([O:2][CH3:1])[CH:11]=[CH:10][C:6]=1[CH2:7][OH:8]. The yield is 0.240. (3) The yield is 0.730. The catalyst is CN(C)C=O.C(OCC)(=O)C. The reactants are [CH:1]([C:3]1[CH:4]=[CH:5][CH:6]=[C:7]2[C:11]=1[NH:10][CH:9]=[CH:8]2)=[CH2:2].[H-].[Na+].Br[CH2:15][CH2:16][CH2:17][CH:18]=[CH2:19].O. The product is [CH2:19]([N:10]1[C:11]2[C:7](=[CH:6][CH:5]=[CH:4][C:3]=2[CH:1]=[CH2:2])[CH:8]=[CH:9]1)[CH2:18][CH2:17][CH:16]=[CH2:15].